From a dataset of Full USPTO retrosynthesis dataset with 1.9M reactions from patents (1976-2016). Predict the reactants needed to synthesize the given product. (1) Given the product [CH3:12][O:11][C:6]1[CH:5]=[C:4]2[C:3](=[CH:8][C:7]=1[O:9][CH3:10])[CH:14]([C:15]#[N:16])[CH2:13]2, predict the reactants needed to synthesize it. The reactants are: N.Br[C:3]1[CH:8]=[C:7]([O:9][CH3:10])[C:6]([O:11][CH3:12])=[CH:5][C:4]=1[CH2:13][CH2:14][C:15]#[N:16]. (2) Given the product [Br:1][C:2]1[N:6]2[N:7]=[C:8]([NH:20][CH2:19][CH2:18][CH2:17][N:12]3[CH2:16][CH2:15][CH2:14][CH2:13]3)[CH:9]=[CH:10][C:5]2=[N:4][CH:3]=1, predict the reactants needed to synthesize it. The reactants are: [Br:1][C:2]1[N:6]2[N:7]=[C:8](Cl)[CH:9]=[CH:10][C:5]2=[N:4][CH:3]=1.[N:12]1([CH2:17][CH2:18][CH2:19][NH2:20])[CH2:16][CH2:15][CH2:14][CH2:13]1. (3) Given the product [Br:8][C:6]1[CH:7]=[C:2]([NH:1][S:17]([C:12]2[CH:13]=[CH:14][CH:15]=[CH:16][C:11]=2[CH3:10])(=[O:19])=[O:18])[C:3]([Cl:9])=[N:4][CH:5]=1, predict the reactants needed to synthesize it. The reactants are: [NH2:1][C:2]1[C:3]([Cl:9])=[N:4][CH:5]=[C:6]([Br:8])[CH:7]=1.[CH3:10][C:11]1[CH:16]=[CH:15][CH:14]=[CH:13][C:12]=1[S:17](Cl)(=[O:19])=[O:18]. (4) Given the product [CH2:1]([O:3][C:4](=[O:46])[CH:5]([NH2:32])[CH2:6][C:7]1[C:16]2[C:11](=[CH:12][CH:13]=[CH:14][CH:15]=2)[C:10]([O:17][CH2:18][CH2:19][C:20]2[N:21]=[C:22]([C:26]3[CH:31]=[CH:30][CH:29]=[CH:28][CH:27]=3)[O:23][C:24]=2[CH3:25])=[CH:9][CH:8]=1)[CH3:2], predict the reactants needed to synthesize it. The reactants are: [CH2:1]([O:3][C:4](=[O:46])[CH:5]([N:32]=C(C1C=CC=CC=1)C1C=CC=CC=1)[CH2:6][C:7]1[C:16]2[C:11](=[CH:12][CH:13]=[CH:14][CH:15]=2)[C:10]([O:17][CH2:18][CH2:19][C:20]2[N:21]=[C:22]([C:26]3[CH:31]=[CH:30][CH:29]=[CH:28][CH:27]=3)[O:23][C:24]=2[CH3:25])=[CH:9][CH:8]=1)[CH3:2].Cl. (5) Given the product [Cl:1][C:2]1[N:7]=[C:6]([CH2:8][CH2:9][O:10][C:12]2[CH:13]=[C:14]3[C:18](=[CH:19][CH:20]=2)[C@H:17]([CH2:21][C:22]([O:24][CH2:25][CH3:26])=[O:23])[CH2:16][CH2:15]3)[CH:5]=[CH:4][CH:3]=1, predict the reactants needed to synthesize it. The reactants are: [Cl:1][C:2]1[N:7]=[C:6]([CH2:8][CH2:9][OH:10])[CH:5]=[CH:4][CH:3]=1.O[C:12]1[CH:13]=[C:14]2[C:18](=[CH:19][CH:20]=1)[C@H:17]([CH2:21][C:22]([O:24][CH2:25][CH3:26])=[O:23])[CH2:16][CH2:15]2.C1C=CC(P(C2C=CC=CC=2)C2C=CC=CC=2)=CC=1.CC(OC(/N=N/C(OC(C)C)=O)=O)C. (6) Given the product [CH2:21]([O:23][C:24]1[CH:25]=[C:26]([C:33](=[O:39])[CH2:34][CH2:35][C:36]([NH:20][C:11]2[CH:12]=[C:13]([C:14]3[CH:19]=[CH:18][CH:17]=[CH:16][CH:15]=3)[C:8]([CH2:7][N:1]3[CH2:6][CH2:5][O:4][CH2:3][CH2:2]3)=[CH:9][CH:10]=2)=[O:37])[CH:27]=[CH:28][C:29]=1[O:30][CH2:31][CH3:32])[CH3:22], predict the reactants needed to synthesize it. The reactants are: [N:1]1([CH2:7][C:8]2[C:13]([C:14]3[CH:19]=[CH:18][CH:17]=[CH:16][CH:15]=3)=[CH:12][C:11]([NH2:20])=[CH:10][CH:9]=2)[CH2:6][CH2:5][O:4][CH2:3][CH2:2]1.[CH2:21]([O:23][C:24]1[CH:25]=[C:26]([C:33](=[O:39])[CH2:34][CH2:35][C:36](O)=[O:37])[CH:27]=[CH:28][C:29]=1[O:30][CH2:31][CH3:32])[CH3:22].C1C=CC2N(O)N=NC=2C=1.CCN=C=NCCCN(C)C. (7) Given the product [Cl:1][C:2]1[C:11]([OH:12])=[CH:10][C:9]([OH:8])=[C:4]([C:5]2[C:6]([C:13]3[CH:14]=[C:15]([CH:23]=[CH:24][CH:25]=3)[O:16][CH2:17][CH2:18][CH2:19][CH2:20][C:21]#[N:22])=[CH:7][NH:29][N:28]=2)[CH:3]=1, predict the reactants needed to synthesize it. The reactants are: [Cl:1][C:2]1[CH:3]=[C:4]2[C:9](=[CH:10][C:11]=1[OH:12])[O:8][CH:7]=[C:6]([C:13]1[CH:14]=[C:15]([CH:23]=[CH:24][CH:25]=1)[O:16][CH2:17][CH2:18][CH2:19][CH2:20][C:21]#[N:22])[C:5]2=O.O.[NH2:28][NH2:29]. (8) Given the product [F:22][C:23]1[C:30]([F:31])=[CH:29][CH:28]=[CH:27][C:24]=1[CH2:25][O:26][C:10]1[CH:11]=[C:6]([O:5][CH2:1][C:2]#[C:3][CH3:4])[N:7]=[CH:8][N:9]=1, predict the reactants needed to synthesize it. The reactants are: [CH2:1]([O:5][C:6]1[CH:11]=[C:10](S(C)(=O)=O)[N:9]=[CH:8][N:7]=1)[C:2]#[C:3][CH3:4].C(=O)([O-])[O-].[K+].[K+].[F:22][C:23]1[C:30]([F:31])=[CH:29][CH:28]=[CH:27][C:24]=1[CH2:25][OH:26].[Cl-].[NH4+]. (9) Given the product [C:1]([C:3]1[CH:4]=[C:5]([CH:10]=[CH:11][C:12]=1[OH:13])[C:6]([NH:8][CH3:9])=[O:7])#[N:2], predict the reactants needed to synthesize it. The reactants are: [C:1]([C:3]1[CH:4]=[C:5]([CH:10]=[CH:11][C:12]=1[O:13]C1C=CC2CCN(C3CCC3)CCC=2C=1)[C:6]([NH:8][CH3:9])=[O:7])#[N:2].B(Br)(Br)Br.O.Cl.